Dataset: Forward reaction prediction with 1.9M reactions from USPTO patents (1976-2016). Task: Predict the product of the given reaction. (1) Given the reactants [Cl:1][C:2]1[CH:7]=[CH:6][C:5]([CH2:8][N:9]2[CH2:13][CH2:12][NH:11][C:10]2=[CH:14][N+:15]([O-:17])=[O:16])=[CH:4][N:3]=1.[CH:18](=[O:23])[CH2:19][CH2:20][CH:21]=O.Cl, predict the reaction product. The product is: [Cl:1][C:2]1[N:3]=[CH:4][C:5]([CH2:8][N:9]2[C:10]3=[C:14]([N+:15]([O-:17])=[O:16])[CH:21]4[O:23][CH:18]([N:11]3[CH2:12][CH2:13]2)[CH2:19][CH2:20]4)=[CH:6][CH:7]=1. (2) The product is: [Cl:16][C:13]1[N:14]=[C:15]2[C:10](=[N:11][C:12]=1[N:22]1[CH2:23][CH2:24][C@@H:20]([OH:19])[CH2:21]1)[N:9]=[C:8]([N:34]1[CH2:39][CH2:38][NH:37][CH2:36][CH2:35]1)[N:7]=[C:6]2[N:1]1[CH2:5][CH2:4][CH2:3][CH2:2]1. Given the reactants [N:1]1([C:6]2[C:15]3[C:10](=[N:11][C:12](Cl)=[C:13]([Cl:16])[N:14]=3)[N:9]=[C:8](Cl)[N:7]=2)[CH2:5][CH2:4][CH2:3][CH2:2]1.[OH:19][C@@H:20]1[CH2:24][CH2:23][NH:22][CH2:21]1.C(N(C(C)C)CC)(C)C.[NH:34]1[CH2:39][CH2:38][NH:37][CH2:36][CH2:35]1, predict the reaction product. (3) Given the reactants Cl[C:2]1[CH:12]=[CH:11][C:10]([S:13]([CH2:16][CH3:17])(=[O:15])=[O:14])=[CH:9][C:3]=1[C:4]([O:6][CH2:7][CH3:8])=[O:5].[NH:18]1[CH2:23][CH2:22][CH2:21][CH2:20][CH2:19]1, predict the reaction product. The product is: [CH2:16]([S:13]([C:10]1[CH:11]=[CH:12][C:2]([N:18]2[CH2:23][CH2:22][CH2:21][CH2:20][CH2:19]2)=[C:3]([CH:9]=1)[C:4]([O:6][CH2:7][CH3:8])=[O:5])(=[O:15])=[O:14])[CH3:17]. (4) Given the reactants [CH3:1][C:2]1[N:7]=[C:6]([C:8](=O)[CH:9]([O:20][C:21](=O)[CH3:22])[C:10]2[CH:11]=[C:12]3[C:17](=[CH:18][CH:19]=2)[N:16]=[CH:15][CH:14]=[CH:13]3)[CH:5]=[CH:4][CH:3]=1.C([O-])(=O)C.[NH4+:29], predict the reaction product. The product is: [CH3:22][C:21]1[O:20][C:9]([C:10]2[CH:11]=[C:12]3[C:17](=[CH:18][CH:19]=2)[N:16]=[CH:15][CH:14]=[CH:13]3)=[C:8]([C:6]2[CH:5]=[CH:4][CH:3]=[C:2]([CH3:1])[N:7]=2)[N:29]=1. (5) Given the reactants Cl.O.[C:3]1([CH3:13])[CH:8]=[CH:7][C:6]([S:9]([OH:12])(=[O:11])=[O:10])=[CH:5][CH:4]=1, predict the reaction product. The product is: [CH3:13][C:3]1[CH:8]=[CH:7][C:6]([S:9]([OH:12])(=[O:11])=[O:10])=[CH:5][CH:4]=1. (6) Given the reactants [CH2:1]([N:8]1[C:12]([CH2:13][CH:14]([C:19](=O)[CH2:20][CH3:21])[C:15](=O)[CH2:16][CH3:17])=[CH:11][N:10]=[CH:9]1)[C:2]1[CH:7]=[CH:6][CH:5]=[CH:4][CH:3]=1.[CH2:23]([NH:25][NH2:26])[CH3:24], predict the reaction product. The product is: [CH2:1]([N:8]1[C:12]([CH2:13][C:14]2[C:19]([CH2:20][CH3:21])=[N:26][N:25]([CH2:23][CH3:24])[C:15]=2[CH2:16][CH3:17])=[CH:11][N:10]=[CH:9]1)[C:2]1[CH:7]=[CH:6][CH:5]=[CH:4][CH:3]=1. (7) Given the reactants Cl.[C:2]([O:6][C:7]([N:9]1[CH2:18][CH2:17][C:16]2[N:15]=[C:14]([C:19]#N)[CH:13]=[CH:12][C:11]=2[CH2:10]1)=[O:8])([CH3:5])([CH3:4])[CH3:3].[C:21](=O)([O-])[O-:22].[Na+].[Na+].C(OC(OC(C)(C)C)=O)(OC(C)(C)C)=[O:28], predict the reaction product. The product is: [C:2]([O:6][C:7]([N:9]1[CH2:18][CH2:17][C:16]2[N:15]=[C:14]([C:19]([O:22][CH3:21])=[O:28])[CH:13]=[CH:12][C:11]=2[CH2:10]1)=[O:8])([CH3:5])([CH3:4])[CH3:3].